Dataset: hERG Central: cardiac toxicity at 1µM, 10µM, and general inhibition. Task: Predict hERG channel inhibition at various concentrations. Results: hERG_inhib (hERG inhibition (general)): blocker. The compound is COc1ccc(CNC(=O)CN(Cc2ccc(OC)cc2)C(=O)CCC(=O)Nc2ccccn2)cc1.